Task: Regression. Given a peptide amino acid sequence and an MHC pseudo amino acid sequence, predict their binding affinity value. This is MHC class II binding data.. Dataset: Peptide-MHC class II binding affinity with 134,281 pairs from IEDB (1) The peptide sequence is AFKVAATADNAAPAN. The MHC is DRB1_1001 with pseudo-sequence DRB1_1001. The binding affinity (normalized) is 0.823. (2) The peptide sequence is YDKFIANVSTVLTGK. The MHC is DRB3_0202 with pseudo-sequence DRB3_0202. The binding affinity (normalized) is 0.979.